From a dataset of Forward reaction prediction with 1.9M reactions from USPTO patents (1976-2016). Predict the product of the given reaction. (1) The product is: [CH2:1]([O:8][C:9]1[C:14]([CH3:15])=[C:13]([CH3:16])[C:12]([O:17][CH2:18][C:19]2[CH:24]=[CH:23][CH:22]=[CH:21][CH:20]=2)=[C:11]([CH3:25])[C:10]=1[CH2:26][CH2:27][CH2:28][C:29]([OH:31])=[O:30])[C:2]1[CH:3]=[CH:4][CH:5]=[CH:6][CH:7]=1. Given the reactants [CH2:1]([O:8][C:9]1[C:14]([CH3:15])=[C:13]([CH3:16])[C:12]([O:17][CH2:18][C:19]2[CH:24]=[CH:23][CH:22]=[CH:21][CH:20]=2)=[C:11]([CH3:25])[C:10]=1[CH2:26][CH2:27][CH2:28][CH:29]=[O:30])[C:2]1[CH:7]=[CH:6][CH:5]=[CH:4][CH:3]=1.[OH:31]OS([O-])=O.[K+].Cl.C(OC(C)C)(=O)C, predict the reaction product. (2) Given the reactants [CH2:1]([Li])CCC.CCCCCC.[Cl:12][C:13]1[CH:18]=[CH:17][C:16]([CH:19]=O)=[C:15]([O:21][CH3:22])[CH:14]=1.O, predict the reaction product. The product is: [Cl:12][C:13]1[CH:18]=[CH:17][C:16]([CH:19]=[CH2:1])=[C:15]([O:21][CH3:22])[CH:14]=1. (3) Given the reactants [Br:1][C:2]1[CH:10]=[CH:9][CH:8]=[C:7]2[C:3]=1[CH:4]=[N:5][NH:6]2.[H-].[Na+].Cl[C:14]1[CH:19]=[CH:18][N:17]=[C:16]([S:20][CH3:21])[N:15]=1, predict the reaction product. The product is: [Br:1][C:2]1[CH:10]=[CH:9][CH:8]=[C:7]2[C:3]=1[CH:4]=[N:5][N:6]2[C:14]1[CH:19]=[CH:18][N:17]=[C:16]([S:20][CH3:21])[N:15]=1. (4) The product is: [Cl:37][C:38]1[CH:39]=[C:15]([CH:19]=[CH:42][CH:43]=1)[O:16][CH2:17][C:18]1[CH:47]=[CH:45][O:46][C:14]=1[CH:11]1[CH2:10][CH2:9][NH:8][CH2:13][CH2:12]1.[C:45]([OH:51])([C:47]([F:50])([F:49])[F:48])=[O:46]. Given the reactants C(OC([N:8]1[CH2:13][CH2:12][CH:11]([C:14]2[CH:18]=[CH:17][O:16][C:15]=2[CH2:19]OS(C2C=CC(C)=CC=2)(=O)=O)[CH2:10][CH2:9]1)=O)(C)(C)C.C(=O)([O-])[O-].[K+].[K+].[Cl:37][C:38]1[CH:39]=C(O)C=[CH:42][CH:43]=1.[C:45]([OH:51])([C:47]([F:50])([F:49])[F:48])=[O:46], predict the reaction product. (5) Given the reactants Cl[C:2]1[CH:11]=[C:10]([C:12]([O:14]C)=O)[C:9]2[C:4](=[CH:5][CH:6]=[CH:7][CH:8]=2)[N:3]=1.[CH2:16]([NH2:23])[C:17]1[CH:22]=[CH:21][CH:20]=[CH:19][CH:18]=1.C(Cl)(Cl)Cl, predict the reaction product. The product is: [CH2:16]([NH:23][C:12]([C:10]1[C:9]2[C:4](=[CH:5][CH:6]=[CH:7][CH:8]=2)[N:3]=[C:2]([NH:23][CH2:16][C:17]2[CH:22]=[CH:21][CH:20]=[CH:19][CH:18]=2)[CH:11]=1)=[O:14])[C:17]1[CH:22]=[CH:21][CH:20]=[CH:19][CH:18]=1.